Dataset: Full USPTO retrosynthesis dataset with 1.9M reactions from patents (1976-2016). Task: Predict the reactants needed to synthesize the given product. (1) Given the product [Cl:21][C:22]1[CH:23]=[C:24]([NH:35][C:2]2[C:11]3[C:6](=[CH:7][C:8]4[CH:15]=[C:14]([OH:16])[C:13]([O:17][CH3:18])=[CH:12][C:9]=4[CH:10]=3)[N:5]=[CH:4][C:3]=2[C:19]#[N:20])[CH:25]=[CH:26][C:27]=1[S:28][C:29]1[N:30]([CH3:34])[CH:31]=[CH:32][N:33]=1, predict the reactants needed to synthesize it. The reactants are: Cl[C:2]1[C:11]2[C:6](=[CH:7][C:8]3[CH:15]=[C:14]([OH:16])[C:13]([O:17][CH3:18])=[CH:12][C:9]=3[CH:10]=2)[N:5]=[CH:4][C:3]=1[C:19]#[N:20].[Cl:21][C:22]1[CH:23]=[C:24]([NH2:35])[CH:25]=[CH:26][C:27]=1[S:28][C:29]1[N:30]([CH3:34])[CH:31]=[CH:32][N:33]=1.Cl.N1C=CC=CC=1. (2) The reactants are: ClN1[CH:11]=[C:10]([Cl:12])[C:9]2[C:4](=[CH:5][C:6]([O:13][CH3:14])=[CH:7][CH:8]=2)C1.C([O-])([O-])=O.[Cs+].[Cs+].[CH:21]([C:24]1[CH:28]=[CH:27][NH:26][N:25]=1)([CH3:23])[CH3:22].[CH3:29][N:30](C=O)C. Given the product [Cl:12][C:10]1[C:9]2[C:4](=[CH:5][C:6]([O:13][CH3:14])=[CH:7][CH:8]=2)[N:30]=[C:29]([N:26]2[CH:27]=[CH:28][C:24]([CH:21]([CH3:23])[CH3:22])=[N:25]2)[CH:11]=1, predict the reactants needed to synthesize it. (3) Given the product [O:53]=[C:52]1[CH:47]2[CH2:48][N:49]([C:28]([NH:12][C:11]3[O:10][N:9]=[CH:8][C:7]=3[C:1]3[CH:2]=[CH:3][CH:4]=[CH:5][CH:6]=3)=[O:29])[CH2:50][CH2:51][N:46]2[C:45](=[O:54])[N:44]1[C@H:42]1[CH2:43][C@@H:41]1[C:35]1[CH:40]=[CH:39][CH:38]=[CH:37][CH:36]=1, predict the reactants needed to synthesize it. The reactants are: [C:1]1([C:7]2[CH:8]=[N:9][O:10][C:11]=2[NH2:12])[CH:6]=[CH:5][CH:4]=[CH:3][CH:2]=1.[Li+].C[Si]([N-][Si](C)(C)C)(C)C.C1N=CN([C:28](N2C=NC=C2)=[O:29])C=1.[C:35]1([C@@H:41]2[CH2:43][C@H:42]2[N:44]2[C:52](=[O:53])[CH:47]3[CH2:48][NH:49][CH2:50][CH2:51][N:46]3[C:45]2=[O:54])[CH:40]=[CH:39][CH:38]=[CH:37][CH:36]=1. (4) Given the product [CH:1]1([CH:7]([C:19]2[CH:23]=[C:22]([C:24]3[CH:25]=[N:26][CH:27]=[CH:28][CH:29]=3)[O:21][C:20]=2[CH3:30])[O:8][C:9]2[CH:10]=[CH:11][C:12]([C:13]([OH:15])=[O:14])=[CH:17][CH:18]=2)[CH2:6][CH2:5][CH2:4][CH2:3][CH2:2]1, predict the reactants needed to synthesize it. The reactants are: [CH:1]1([CH:7]([C:19]2[CH:23]=[C:22]([C:24]3[CH:25]=[N:26][CH:27]=[CH:28][CH:29]=3)[O:21][C:20]=2[CH3:30])[O:8][C:9]2[CH:18]=[CH:17][C:12]([C:13]([O:15]C)=[O:14])=[CH:11][CH:10]=2)[CH2:6][CH2:5][CH2:4][CH2:3][CH2:2]1.[OH-].[Na+].O.Cl.